From a dataset of Catalyst prediction with 721,799 reactions and 888 catalyst types from USPTO. Predict which catalyst facilitates the given reaction. (1) Reactant: [CH3:1][O:2][C:3]1[CH:4]=[C:5]([S:9](Cl)(=[O:11])=[O:10])[CH:6]=[CH:7][CH:8]=1.[Cl:13][C:14]1[CH:26]=[N:25][C:17]2[NH:18][C:19]3[CH2:24][CH2:23][NH:22][CH2:21][C:20]=3[C:16]=2[CH:15]=1.O. Product: [Cl:13][C:14]1[CH:26]=[N:25][C:17]2[NH:18][C:19]3[CH2:24][CH2:23][N:22]([S:9]([C:5]4[CH:6]=[CH:7][CH:8]=[C:3]([O:2][CH3:1])[CH:4]=4)(=[O:11])=[O:10])[CH2:21][C:20]=3[C:16]=2[CH:15]=1. The catalyst class is: 17. (2) Reactant: [F:1][C:2]1[CH:10]=[C:9]([C:11]2[CH:16]=[N:15][C:14]([O:17][CH2:18][CH:19]3[CH2:24][CH2:23][N:22]([CH2:25][C:26]4([C:30]([F:33])([F:32])[F:31])[CH2:29][CH2:28][CH2:27]4)[CH2:21][CH2:20]3)=[CH:13][N:12]=2)[CH:8]=[CH:7][C:3]=1[C:4]([OH:6])=O.[NH:34]1[CH2:38][CH2:37][CH2:36][C@@H:35]1[CH2:39][OH:40].C(Cl)CCl.C1C=CC2N(O)N=NC=2C=1.CCN(C(C)C)C(C)C. Product: [F:1][C:2]1[CH:10]=[C:9]([C:11]2[CH:16]=[N:15][C:14]([O:17][CH2:18][CH:19]3[CH2:20][CH2:21][N:22]([CH2:25][C:26]4([C:30]([F:32])([F:31])[F:33])[CH2:29][CH2:28][CH2:27]4)[CH2:23][CH2:24]3)=[CH:13][N:12]=2)[CH:8]=[CH:7][C:3]=1[C:4]([N:34]1[CH2:38][CH2:37][CH2:36][C@@H:35]1[CH2:39][OH:40])=[O:6]. The catalyst class is: 18. (3) Reactant: [Cl:1][C:2]1[N:3]=[C:4]([C:9]([NH:11][C@H:12]2[CH2:17][CH2:16][N:15]([C:18]3[S:19][C:20]([C:25]([O:27][CH2:28][CH3:29])=[O:26])=[C:21]([CH:23]=O)[N:22]=3)[CH2:14][C@H:13]2[O:30][CH3:31])=[O:10])[NH:5][C:6]=1[CH2:7][CH3:8].Cl.[CH3:33][O:34][NH2:35]. Product: [Cl:1][C:2]1[N:3]=[C:4]([C:9]([NH:11][C@H:12]2[CH2:17][CH2:16][N:15]([C:18]3[S:19][C:20]([C:25]([O:27][CH2:28][CH3:29])=[O:26])=[C:21]([CH:23]=[N:35][O:34][CH3:33])[N:22]=3)[CH2:14][C@H:13]2[O:30][CH3:31])=[O:10])[NH:5][C:6]=1[CH2:7][CH3:8]. The catalyst class is: 17. (4) Product: [C:11]([C:9]1[O:8][N:7]=[C:6]([NH:5][C:3](=[O:4])[C:2]([CH3:16])([S:21]([CH2:18][CH2:19][CH3:20])(=[O:23])=[O:22])[CH3:15])[CH:10]=1)([CH3:14])([CH3:13])[CH3:12]. Reactant: Br[C:2]([CH3:16])([CH3:15])[C:3]([NH:5][C:6]1[CH:10]=[C:9]([C:11]([CH3:14])([CH3:13])[CH3:12])[O:8][N:7]=1)=[O:4].[Na+].[CH2:18]([S:21]([O-:23])=[O:22])[CH2:19][CH3:20].N1C=CC=CC=1.Cl. The catalyst class is: 3. (5) Reactant: [C:1]1([CH:7]([OH:9])[CH3:8])[CH:6]=[CH:5][CH:4]=[CH:3][CH:2]=1.[CH3:10][C:11](C)([O-:13])C.[K+].C([O-])([O-])=O.[Na+].[Na+].C(OC(C)=C)(=O)C. Product: [C:11]([O:9][C@@H:7]([C:1]1[CH:6]=[CH:5][CH:4]=[CH:3][CH:2]=1)[CH3:8])(=[O:13])[CH3:10]. The catalyst class is: 11.